This data is from Forward reaction prediction with 1.9M reactions from USPTO patents (1976-2016). The task is: Predict the product of the given reaction. (1) The product is: [Cl:16][C:17]1[CH:18]=[CH:19][C:20]([C:21]#[N:22])=[C:23]([CH:24]=1)[O:1][CH:2]([CH2:14][CH3:15])[CH2:3][CH2:4][N:5]([CH3:13])[C:6](=[O:12])[O:7][C:8]([CH3:10])([CH3:11])[CH3:9]. Given the reactants [OH:1][CH:2]([CH2:14][CH3:15])[CH2:3][CH2:4][N:5]([CH3:13])[C:6](=[O:12])[O:7][C:8]([CH3:11])([CH3:10])[CH3:9].[Cl:16][C:17]1[CH:24]=[CH:23][C:20]([C:21]#[N:22])=[C:19](F)[CH:18]=1, predict the reaction product. (2) Given the reactants [Cl:1][C:2]1[C:3]([C:8]2[CH:19]=[CH:18][C:11]3[C:12](O)=[N:13][S:14](=[O:16])(=[O:15])[C:10]=3[CH:9]=2)=[N:4][CH:5]=[CH:6][CH:7]=1.[C:20]([C:24]1[CH:29]=[CH:28][C:27]([CH2:30][CH2:31][NH2:32])=[CH:26][CH:25]=1)([CH3:23])([CH3:22])[CH3:21], predict the reaction product. The product is: [C:20]([C:24]1[CH:25]=[CH:26][C:27]([CH2:30][CH2:31][NH:32][C:12]2[C:11]3[CH:18]=[CH:19][C:8]([C:3]4[C:2]([Cl:1])=[CH:7][CH:6]=[CH:5][N:4]=4)=[CH:9][C:10]=3[S:14](=[O:16])(=[O:15])[N:13]=2)=[CH:28][CH:29]=1)([CH3:23])([CH3:21])[CH3:22].